This data is from Peptide-MHC class I binding affinity with 185,985 pairs from IEDB/IMGT. The task is: Regression. Given a peptide amino acid sequence and an MHC pseudo amino acid sequence, predict their binding affinity value. This is MHC class I binding data. (1) The peptide sequence is KSISKSNAK. The MHC is HLA-A31:01 with pseudo-sequence HLA-A31:01. The binding affinity (normalized) is 1.00. (2) The peptide sequence is HPLSINVSGV. The MHC is HLA-B07:02 with pseudo-sequence HLA-B07:02. The binding affinity (normalized) is 0.237. (3) The peptide sequence is RTLGVFRYK. The MHC is HLA-B39:01 with pseudo-sequence HLA-B39:01. The binding affinity (normalized) is 0.0847. (4) The peptide sequence is VTNLISETLK. The MHC is HLA-B07:02 with pseudo-sequence HLA-B07:02. The binding affinity (normalized) is 0. (5) The peptide sequence is VESVNNAVVM. The MHC is HLA-B18:01 with pseudo-sequence HLA-B18:01. The binding affinity (normalized) is 0.684. (6) The peptide sequence is NIRQAGVQY. The MHC is HLA-A23:01 with pseudo-sequence HLA-A23:01. The binding affinity (normalized) is 0. (7) The peptide sequence is LLQAIGAAA. The MHC is HLA-A29:02 with pseudo-sequence HLA-A29:02. The binding affinity (normalized) is 0.213. (8) The MHC is HLA-A02:06 with pseudo-sequence HLA-A02:06. The peptide sequence is KILSVLAPL. The binding affinity (normalized) is 0.925.